Dataset: Experimentally validated miRNA-target interactions with 360,000+ pairs, plus equal number of negative samples. Task: Binary Classification. Given a miRNA mature sequence and a target amino acid sequence, predict their likelihood of interaction. (1) Result: 0 (no interaction). The miRNA is mmu-miR-222-3p with sequence AGCUACAUCUGGCUACUGGGUCU. The protein sequence of the target gene is MAHGIPSQGKVTITVDEYSSNPTQAFTHYNINQSRFQPPHVHMVDPIPYDTPKPAGHTRFVCISDTHSRTDGIQMPYGDILLHTGDFTELGLPSEVKKFNDWLGNLPYEYKIVIAGNHELTFDKEFMADLVKQDYYRFPSVSKLKPEDFDNVQSLLTNSIYLQDSEVTVKGFRIYGAPWTPWFNGWGFNLPRGQSLLDKWNLIPEGIDILMTHGPPLGFRDWVPKELQRVGCVELLNTVQRRIRPKLHVFGGIHEGYGIMTDGYTTYINASTCTVSFQPTNPPIIFDLPNPQGS. (2) The miRNA is hsa-miR-4300 with sequence UGGGAGCUGGACUACUUC. The protein sequence of the target gene is MFGFLLLLSLPFILYLVTPKIRKMLSSGVCTSNVQLPGKVAIVTGANTGIGKETAKDLAQRGARVYLACRDVDKGELAAREIQAVTGNSQVFVRKLDLADTKSIRAFAKDFLAEEKHLHLLINNAGVMMCPYSKTADGFEMHIGVNHLGHFLLTHLLLEKLKESAPSRIVNLSSLGHHLGRIHFHNLQGEKFYSAGLAYCHSKLANILFTKELAKRLKGSGVTTYSVHPGTVHSELTRYSSIMRWLWQLFFVFIKTPQEGAQTSLYCALTEGLESLSGSHFSDCQLAWVSYQGRNEIIAR.... Result: 0 (no interaction). (3) The miRNA is hsa-miR-6795-3p with sequence ACCCCUCGUUUCUUCCCCCAG. The protein sequence of the target gene is MSILIIEAFYGGSHKQLVDLLQEELGDCVVYTLPAKKWHWRARTSALYFSQTIPISEHYRTLFASSVLNLTELAALRPDLGKLKKILYFHENQLIYPVKKCQERDFQYGYNQILSCLVADVVVFNSVFNMESFLTSMGKFMKLIPDHRPKDLESIIRPKCQVIYFPIRFPDVSRFMPKHKTTHLKKMLGLKGNGGAVLSMALPFQPEQRDSEDLLKNFNSECDTHCGLDTARQEYLGNSLRQESDLKKSTSSDNSSSHHGENKQNLTVDPCDILGGVDNQQRLLHIVWPHRWEHDKDPES.... Result: 1 (interaction). (4) The miRNA is hsa-miR-548g-5p with sequence UGCAAAAGUAAUUGCAGUUUUUG. The protein sequence of the target gene is MAENLKRLVSNETLRTLQEKLDFWLKEYNTNTCDQNLNHCLELIEQVAKVQGQLFGILTAAAQEGGRNDGVETIKSRLLPWLEASFTAASLGKSVDSKVPSLQDTFDRERHKDPSPRDRDMQQLDSNLNSTRSQCNQVQDDLVETEKNLEESKNRSAISLLAAEEEINQLKKQLKSLQAQEDARHRNTDQRSSENRRSEPWSLEERKREQWNSLKQNADQQDTEAMSDYKKQLRNLKEEIAVLSAEKSALQGRSSRSRSPSPAPRSRSCSRSRSASPSTAVKVRRPSPNRSKLSNVARKA.... Result: 0 (no interaction). (5) The miRNA is hsa-miR-4454 with sequence GGAUCCGAGUCACGGCACCA. The protein sequence of the target gene is MASPNKAVIVPGNGGGDVATHGWYGWVKKGLEQIPGFQCLAKNMPDPITARESIWLPFMETELHCDEKTIIIGHSSGAIAAMRYAETHQVYALVLVSAYTSDLGDENERASGYFSRPWQWEKIKANCPHIVQFGSTDDPFLPWKEQQEVADRLDAKLYKFTDRGHFQNTEFHELISVVKSMLKGPE. Result: 0 (no interaction).